From a dataset of Forward reaction prediction with 1.9M reactions from USPTO patents (1976-2016). Predict the product of the given reaction. (1) Given the reactants N1[CH2:5][CH2:4][C@@H:3]([NH:6][C:7](=[O:14])C2C=CN=CC=2)[CH2:2]1.NC1C=C[C:19]([S:22]([NH2:25])(=[O:24])=[O:23])=[CH:18]C=1, predict the reaction product. The product is: [N:6]([C:3]1[CH:2]=[CH:18][C:19]([S:22]([NH2:25])(=[O:24])=[O:23])=[CH:5][CH:4]=1)=[C:7]=[O:14]. (2) Given the reactants CS(C)=O.O=C1CCC(=O)N1OC(=O)CCC(NC[CH:20]1[O:24][C:23]2[CH:25]=[CH:26][C:27]([CH2:29][CH:30]([N:32](C)[C:33](=O)C(F)(F)F)[CH3:31])=[CH:28][C:22]=2[O:21]1)=O, predict the reaction product. The product is: [CH3:31][CH:30]([NH:32][CH3:33])[CH2:29][C:27]1[CH:26]=[CH:25][C:23]2[O:24][CH2:20][O:21][C:22]=2[CH:28]=1. (3) Given the reactants [CH3:1][O:2][C:3]1[CH:4]=[C:5]([CH:12]=[CH:13][C:14]=1[N:15]1[CH:19]=[C:18]([CH3:20])[N:17]=[CH:16]1)[C:6]([NH:8][CH2:9][C:10]#[CH:11])=[O:7].N1C=CC=CC=1.F[B-](F)(F)F.[N:32]1([O:41]C(N(C)C)=[N+](C)C)[C:36]2[CH:37]=[CH:38][CH:39]=[CH:40][C:35]=2[N:34]=[N:33]1.[ClH:49].CO[C:52]1[CH:53]=[C:54]([CH:58]=[CH:59][C:60]=1N1C=C(C)N=C1)[C:55](O)=O.C(N)C#C, predict the reaction product. The product is: [Cl:49][C:52]1[CH:53]=[C:54]([C:55]2[CH:11]=[C:10]([CH2:9][NH:8][C:6](=[O:7])[C:5]3[CH:12]=[CH:13][C:14]([N:15]4[CH:19]=[C:18]([CH3:20])[N:17]=[CH:16]4)=[C:3]([O:2][CH3:1])[CH:4]=3)[O:41][N:32]=2)[CH:58]=[CH:59][CH:60]=1.[N:32]1([OH:41])[C:36]2[CH:37]=[CH:38][CH:39]=[CH:40][C:35]=2[N:34]=[N:33]1. (4) Given the reactants [CH3:1][C:2]1[CH:7]=[CH:6][C:5]([CH3:8])=[CH:4][C:3]=1[N:9]1[CH2:14][CH2:13][N:12]([C:15]([CH:17]2[CH2:19][N:18]2[S:20]([C:23]2[CH:28]=[CH:27][C:26]([CH3:29])=[CH:25][CH:24]=2)(=[O:22])=[O:21])=[O:16])[CH2:11][CH2:10]1.[I-].[Na+].[C:32]1([N:38]=[C:39]=[O:40])[CH:37]=[CH:36][CH:35]=[CH:34][CH:33]=1, predict the reaction product. The product is: [CH3:1][C:2]1[CH:7]=[CH:6][C:5]([CH3:8])=[CH:4][C:3]=1[N:9]1[CH2:10][CH2:11][N:12]([C:15]([CH:17]2[CH2:19][N:18]([S:20]([C:23]3[CH:28]=[CH:27][C:26]([CH3:29])=[CH:25][CH:24]=3)(=[O:22])=[O:21])[C:39](=[O:40])[N:38]2[C:32]2[CH:37]=[CH:36][CH:35]=[CH:34][CH:33]=2)=[O:16])[CH2:13][CH2:14]1. (5) The product is: [CH3:56][N:33]([CH2:32][CH2:31][CH2:30][CH2:29][CH2:28][CH2:27][CH2:26][CH2:25][CH:24]=[O:23])[C@H:34]1[C@H:38]2[CH2:39][CH2:40][C@@H:35]1[C@H:36]([O:41][C:42](=[O:55])[C:43]([OH:54])([C:49]1[S:50][CH:51]=[CH:52][CH:53]=1)[C:44]1[S:45][CH:46]=[CH:47][CH:48]=1)[CH2:37]2. Given the reactants CC(OI1(OC(C)=O)(OC(C)=O)OC(=O)C2C=CC=CC1=2)=O.[OH:23][CH2:24][CH2:25][CH2:26][CH2:27][CH2:28][CH2:29][CH2:30][CH2:31][CH2:32][N:33]([CH3:56])[C@H:34]1[C@H:38]2[CH2:39][CH2:40][C@@H:35]1[C@H:36]([O:41][C:42](=[O:55])[C:43]([OH:54])([C:49]1[S:50][CH:51]=[CH:52][CH:53]=1)[C:44]1[S:45][CH:46]=[CH:47][CH:48]=1)[CH2:37]2.C([O-])(O)=O.[Na+], predict the reaction product. (6) Given the reactants [CH3:1][C:2]1[N:7]=[CH:6][C:5]([OH:8])=[CH:4][CH:3]=1.C(=O)([O-])[O-].[K+].[K+].[Cl:15][C:16]1[CH:21]=[C:20]([N+:22]([O-:24])=[O:23])[CH:19]=[CH:18][C:17]=1F, predict the reaction product. The product is: [Cl:15][C:16]1[CH:21]=[C:20]([N+:22]([O-:24])=[O:23])[CH:19]=[CH:18][C:17]=1[O:8][C:5]1[CH:4]=[CH:3][C:2]([CH3:1])=[N:7][CH:6]=1. (7) Given the reactants [CH3:1][N:2]1[C:10]2[CH:9]=[CH:8][CH:7]=[C:6]([NH2:11])[C:5]=2[CH:4]=[N:3]1.[C:12](Cl)(Cl)=[O:13].[Cl:16][C:17]1[CH:24]=[CH:23][C:20]([CH2:21][NH2:22])=[CH:19][CH:18]=1, predict the reaction product. The product is: [Cl:16][C:17]1[CH:24]=[CH:23][C:20]([CH2:21][NH:22][C:12]([NH:11][C:6]2[CH:7]=[CH:8][CH:9]=[C:10]3[C:5]=2[CH:4]=[N:3][N:2]3[CH3:1])=[O:13])=[CH:19][CH:18]=1. (8) Given the reactants [Br:1][C:2]1[S:3][C:4]2[CH:10]=[C:9]([OH:11])[CH:8]=[CH:7][C:5]=2[N:6]=1.C([O-])([O-])=O.[Cs+].[Cs+].[CH2:18]([O:20][CH2:21]Cl)[CH3:19], predict the reaction product. The product is: [Br:1][C:2]1[S:3][C:4]2[CH:10]=[C:9]([O:11][CH2:21][O:20][CH2:18][CH3:19])[CH:8]=[CH:7][C:5]=2[N:6]=1. (9) Given the reactants [ClH:1].[CH:2]1([C:8]2(O)[C:12]3[C:13]([CH3:33])=[C:14]([N:19]4[CH2:24][CH2:23][N:22]([C:25]5[CH:30]=[CH:29][C:28]([O:31][CH3:32])=[CH:27][CH:26]=5)[CH2:21][CH2:20]4)[C:15]([CH3:18])=[C:16]([CH3:17])[C:11]=3[O:10][C:9]2([CH3:35])[CH3:34])[CH2:7][CH2:6][CH2:5][CH2:4][CH2:3]1, predict the reaction product. The product is: [ClH:1].[C:2]1(=[C:8]2[C:12]3[C:13]([CH3:33])=[C:14]([N:19]4[CH2:20][CH2:21][N:22]([C:25]5[CH:26]=[CH:27][C:28]([O:31][CH3:32])=[CH:29][CH:30]=5)[CH2:23][CH2:24]4)[C:15]([CH3:18])=[C:16]([CH3:17])[C:11]=3[O:10][C:9]2([CH3:35])[CH3:34])[CH2:7][CH2:6][CH2:5][CH2:4][CH2:3]1.